This data is from Reaction yield outcomes from USPTO patents with 853,638 reactions. The task is: Predict the reaction yield, written as a fraction of the theoretical maximum amount of product (1.0 means a 100% yield; for example, 0.34 means a 34% yield). (1) The product is [F:32][C:2]([F:1])([F:31])[O:3][C:4]1[CH:9]=[CH:8][C:7]([C:10]2([N:13]3[CH2:14][CH2:15][CH:16]([O:19][NH2:20])[CH2:17][CH2:18]3)[CH2:11][CH2:12]2)=[CH:6][CH:5]=1. The catalyst is C(Cl)Cl. The yield is 0.880. The reactants are [F:1][C:2]([F:32])([F:31])[O:3][C:4]1[CH:9]=[CH:8][C:7]([C:10]2([N:13]3[CH2:18][CH2:17][CH:16]([O:19][N:20]4C(=O)C5C(=CC=CC=5)C4=O)[CH2:15][CH2:14]3)[CH2:12][CH2:11]2)=[CH:6][CH:5]=1.O.NN. (2) The yield is 0.0400. The product is [NH2:30][C:27]1[CH:28]=[CH:29][C:24]([CH2:23][C:22]([NH:21][C:20]2[C:14]3[C:15](=[N:16][CH:17]=[C:12]([S:11][C:6]4[CH:5]=[C:4]([F:3])[CH:9]=[C:8]([F:10])[CH:7]=4)[CH:13]=3)[NH:18][N:19]=2)=[O:33])=[CH:25][CH:26]=1. The reactants are [Cl-].[NH4+].[F:3][C:4]1[CH:5]=[C:6]([S:11][C:12]2[CH:13]=[C:14]3[C:20]([NH:21][C:22](=[O:33])[CH2:23][C:24]4[CH:29]=[CH:28][C:27]([N+:30]([O-])=O)=[CH:26][CH:25]=4)=[N:19][NH:18][C:15]3=[N:16][CH:17]=2)[CH:7]=[C:8]([F:10])[CH:9]=1. The catalyst is O.C(O)C.O.C(O)(=O)C.[Fe].